Dataset: NCI-60 drug combinations with 297,098 pairs across 59 cell lines. Task: Regression. Given two drug SMILES strings and cell line genomic features, predict the synergy score measuring deviation from expected non-interaction effect. (1) Drug 1: CC(C)(C#N)C1=CC(=CC(=C1)CN2C=NC=N2)C(C)(C)C#N. Drug 2: CC1=C(C=C(C=C1)C(=O)NC2=CC(=CC(=C2)C(F)(F)F)N3C=C(N=C3)C)NC4=NC=CC(=N4)C5=CN=CC=C5. Cell line: LOX IMVI. Synergy scores: CSS=-8.30, Synergy_ZIP=4.49, Synergy_Bliss=-0.949, Synergy_Loewe=-8.23, Synergy_HSA=-8.11. (2) Drug 1: CC1=C2C(C(=O)C3(C(CC4C(C3C(C(C2(C)C)(CC1OC(=O)C(C(C5=CC=CC=C5)NC(=O)OC(C)(C)C)O)O)OC(=O)C6=CC=CC=C6)(CO4)OC(=O)C)O)C)O. Drug 2: CC1=C(C(=O)C2=C(C1=O)N3CC4C(C3(C2COC(=O)N)OC)N4)N. Cell line: EKVX. Synergy scores: CSS=13.7, Synergy_ZIP=-1.69, Synergy_Bliss=1.40, Synergy_Loewe=0.670, Synergy_HSA=0.866. (3) Drug 1: C(=O)(N)NO. Drug 2: CN1C2=C(C=C(C=C2)N(CCCl)CCCl)N=C1CCCC(=O)O.Cl. Cell line: SK-OV-3. Synergy scores: CSS=0.380, Synergy_ZIP=-0.664, Synergy_Bliss=-1.05, Synergy_Loewe=0.282, Synergy_HSA=-1.66. (4) Drug 1: C1CC(C1)(C(=O)O)C(=O)O.[NH2-].[NH2-].[Pt+2]. Drug 2: CS(=O)(=O)OCCCCOS(=O)(=O)C. Cell line: A549. Synergy scores: CSS=25.6, Synergy_ZIP=-7.37, Synergy_Bliss=1.64, Synergy_Loewe=-0.565, Synergy_HSA=1.82. (5) Drug 1: CN1CCC(CC1)COC2=C(C=C3C(=C2)N=CN=C3NC4=C(C=C(C=C4)Br)F)OC. Drug 2: CC1OCC2C(O1)C(C(C(O2)OC3C4COC(=O)C4C(C5=CC6=C(C=C35)OCO6)C7=CC(=C(C(=C7)OC)O)OC)O)O. Cell line: CAKI-1. Synergy scores: CSS=67.9, Synergy_ZIP=5.13, Synergy_Bliss=4.42, Synergy_Loewe=7.16, Synergy_HSA=10.9. (6) Drug 1: CN1C(=O)N2C=NC(=C2N=N1)C(=O)N. Drug 2: C1C(C(OC1N2C=NC(=NC2=O)N)CO)O. Cell line: DU-145. Synergy scores: CSS=17.8, Synergy_ZIP=-6.92, Synergy_Bliss=-2.70, Synergy_Loewe=0.120, Synergy_HSA=0.488. (7) Drug 1: C1=CC(=CC=C1C#N)C(C2=CC=C(C=C2)C#N)N3C=NC=N3. Drug 2: CC1CCCC2(C(O2)CC(NC(=O)CC(C(C(=O)C(C1O)C)(C)C)O)C(=CC3=CSC(=N3)C)C)C. Cell line: M14. Synergy scores: CSS=52.5, Synergy_ZIP=1.25, Synergy_Bliss=2.25, Synergy_Loewe=-21.8, Synergy_HSA=2.91.